This data is from Forward reaction prediction with 1.9M reactions from USPTO patents (1976-2016). The task is: Predict the product of the given reaction. The product is: [OH:22]/[C:20](=[C:15](/[CH3:16])\[C:14](=[O:17])[CH2:13][CH:12]([CH3:18])[CH3:11])/[C:19]([O:26][CH2:27][CH3:28])=[O:25]. Given the reactants C[Si]([N-][Si](C)(C)C)(C)C.[Li+].[CH3:11][CH:12]([CH3:18])[CH2:13][C:14](=[O:17])[CH2:15][CH3:16].[C:19]([O:26][CH2:27][CH3:28])(=[O:25])[C:20]([O:22]CC)=O.Cl, predict the reaction product.